This data is from Microsomal clearance measurements from AstraZeneca. The task is: Regression/Classification. Given a drug SMILES string, predict its absorption, distribution, metabolism, or excretion properties. Task type varies by dataset: regression for continuous measurements (e.g., permeability, clearance, half-life) or binary classification for categorical outcomes (e.g., BBB penetration, CYP inhibition). For this dataset (clearance_microsome_az), we predict log10(clearance) (log10 of the in vitro intrinsic clearance, CLint, in uL/min per mg of human liver microsomal protein, equivalently mL/min/g; values are censored to the assay range of 3 to 150, which is 0.477 to 2.18 on this log10 scale). (1) The compound is O=C(O)COc1ccc(Cl)cc1CN1CCN(S(=O)(=O)c2ccc(F)cc2)CC1. The log10(clearance) is 1.04. (2) The drug is NC(=O)C(c1ccccc1)(c1ccccc1)[C@@H]1CCN(CCc2ccc3c(c2)CCO3)C1. The log10(clearance) is 0.980. (3) The drug is CNc1nc(C)c(-c2nc(Nc3cccc(N4CCCNCC4)c3)ncc2C#N)s1. The log10(clearance) is 1.44. (4) The molecule is COc1ccccc1C(=O)Nc1ccc(C)c(-n2cnc3ccc(N4CCN(C)CC4)cc3c2=O)c1. The log10(clearance) is 0.850. (5) The molecule is O=C([C@H]1CCCCN1)N1CCN(c2nc(NCc3ccc(Cl)cc3Cl)c3cccnc3n2)CC1. The log10(clearance) is 1.38.